From a dataset of Catalyst prediction with 721,799 reactions and 888 catalyst types from USPTO. Predict which catalyst facilitates the given reaction. (1) Reactant: [NH2:1][C:2]1[CH:22]=[CH:21][C:20]([N:23]2[CH2:28][CH2:27][CH2:26][CH2:25][CH2:24]2)=[CH:19][C:3]=1[C:4]([NH:6][C:7]1[CH:8]=[N:9][C:10]([C:13]2[CH:18]=[CH:17][CH:16]=[CH:15][CH:14]=2)=[N:11][CH:12]=1)=[O:5].Cl[C:30]([C:32]1[CH:33]=[C:34]([CH:43]=[CH:44][CH:45]=1)[CH2:35][S:36][CH2:37][CH2:38][C:39]([O:41][CH3:42])=[O:40])=[O:31].N1C=CC=CC=1. Product: [C:13]1([C:10]2[N:11]=[CH:12][C:7]([NH:6][C:4]([C:3]3[CH:19]=[C:20]([N:23]4[CH2:28][CH2:27][CH2:26][CH2:25][CH2:24]4)[CH:21]=[CH:22][C:2]=3[NH:1][C:30]([C:32]3[CH:33]=[C:34]([CH:43]=[CH:44][CH:45]=3)[CH2:35][S:36][CH2:37][CH2:38][C:39]([O:41][CH3:42])=[O:40])=[O:31])=[O:5])=[CH:8][N:9]=2)[CH:14]=[CH:15][CH:16]=[CH:17][CH:18]=1. The catalyst class is: 7. (2) Reactant: Br[C:2]1[CH:11]=[CH:10][C:9]([C:12]2[CH:13]=[N:14][CH:15]=[C:16]([CH3:18])[CH:17]=2)=[CH:8][C:3]=1[C:4]([O:6][CH3:7])=[O:5].[CH3:19][N:20]1[CH:24]=[C:23](B2OC(C)(C)C(C)(C)O2)[CH:22]=[N:21]1.C([O-])([O-])=O.[Cs+].[Cs+]. Product: [CH3:19][N:20]1[CH:24]=[C:23]([C:2]2[CH:11]=[CH:10][C:9]([C:12]3[CH:13]=[N:14][CH:15]=[C:16]([CH3:18])[CH:17]=3)=[CH:8][C:3]=2[C:4]([O:6][CH3:7])=[O:5])[CH:22]=[N:21]1. The catalyst class is: 151. (3) Reactant: Br.C(OC(=O)[NH:11][C:12]([C:28]1[NH:29][CH:30]=[C:31]([CH2:33][C:34]([CH3:38])([CH3:37])[CH2:35][CH3:36])[N:32]=1)([CH3:27])[CH2:13][C:14]1[CH:19]=[CH:18][C:17]([C:20]2[CH:25]=[CH:24][C:23]([F:26])=[CH:22][N:21]=2)=[CH:16][CH:15]=1)C1C=CC=CC=1. Product: [CH3:37][C:34]([CH3:38])([CH2:35][CH3:36])[CH2:33][C:31]1[N:32]=[C:28]([C:12]([NH2:11])([CH3:27])[CH2:13][C:14]2[CH:19]=[CH:18][C:17]([C:20]3[CH:25]=[CH:24][C:23]([F:26])=[CH:22][N:21]=3)=[CH:16][CH:15]=2)[NH:29][CH:30]=1. The catalyst class is: 2. (4) Reactant: [Br:1][C:2]1[CH:3]=[C:4]([CH2:9][S:10]([CH3:13])(=[O:12])=[O:11])[C:5]([NH2:8])=[N:6][CH:7]=1.[C:14](OC(=O)C)(=[O:16])[CH3:15]. Product: [Br:1][C:2]1[CH:3]=[C:4]([CH2:9][S:10]([CH3:13])(=[O:11])=[O:12])[C:5]([NH:8][C:14](=[O:16])[CH3:15])=[N:6][CH:7]=1. The catalyst class is: 15. (5) Reactant: [CH2:1]1[C:11]2[C:12]3[C:3](=[CH:4][CH:5]=[C:6]4[C:16](=[O:17])[O:15][C:13](=[O:14])[C:8](=[CH:9][CH:10]=2)[C:7]4=3)[CH2:2]1.[CH:18]1([NH2:24])[CH2:23][CH2:22][CH2:21][CH2:20][CH2:19]1.O. The catalyst class is: 44. Product: [CH:18]1([N:24]=[C:16]([C:6]2[C:7]3=[C:12]4[C:3]([CH2:2][CH2:1][C:11]4=[CH:10][CH:9]=[C:8]3[C:13]([OH:15])=[O:14])=[CH:4][CH:5]=2)[OH:17])[CH2:23][CH2:22][CH2:21][CH2:20][CH2:19]1. (6) Reactant: [CH3:1][C:2]1[CH:7]=[C:6]([NH2:8])[CH:5]=[CH:4][N:3]=1.C[Al](C)C.C([O:15][C:16]([C:18]1[N:19]=[C:20]([CH3:31])[S:21][C:22]=1[NH:23][C:24]([O:26][C:27]([CH3:30])([CH3:29])[CH3:28])=[O:25])=O)C.S([O-])([O-])(=O)=O.[Na+].[Na+]. Product: [C:27]([O:26][C:24](=[O:25])[NH:23][C:22]1[S:21][C:20]([CH3:31])=[N:19][C:18]=1[C:16](=[O:15])[NH:8][C:6]1[CH:5]=[CH:4][N:3]=[C:2]([CH3:1])[CH:7]=1)([CH3:30])([CH3:28])[CH3:29]. The catalyst class is: 38. (7) Reactant: C[O:2][C:3](=O)[CH2:4][CH2:5][C:6]1[CH:11]=[CH:10][C:9]([C@H:12]2[CH2:16][CH2:15][C@H:14]([NH:17][C@@H:18]([C:20]3[C:29]4[C:24](=[CH:25][CH:26]=[CH:27][CH:28]=4)[CH:23]=[CH:22][CH:21]=3)[CH3:19])[CH2:13]2)=[CH:8][CH:7]=1.[H-].[H-].[H-].[H-].[Li+].[Al+3]. Product: [C:20]1([C@H:18]([NH:17][C@H:14]2[CH2:15][CH2:16][C@H:12]([C:9]3[CH:8]=[CH:7][C:6]([CH2:5][CH2:4][CH2:3][OH:2])=[CH:11][CH:10]=3)[CH2:13]2)[CH3:19])[C:29]2[C:24](=[CH:25][CH:26]=[CH:27][CH:28]=2)[CH:23]=[CH:22][CH:21]=1. The catalyst class is: 385. (8) Reactant: [Cl:1][C:2]1[CH:7]=[CH:6][CH:5]=[CH:4][C:3]=1[N:8]1[C:12]([S:13][C:14]2[CH:19]=[CH:18][CH:17]=[C:16]([CH3:20])[N:15]=2)=[CH:11][C:10]([C:21](OCC)=[O:22])=[N:9]1.[H-].C([Al+]CC(C)C)C(C)C.C1(C)C=CC=CC=1.[OH-].[Na+]. Product: [Cl:1][C:2]1[CH:7]=[CH:6][CH:5]=[CH:4][C:3]=1[N:8]1[C:12]([S:13][C:14]2[CH:19]=[CH:18][CH:17]=[C:16]([CH3:20])[N:15]=2)=[CH:11][C:10]([CH:21]=[O:22])=[N:9]1. The catalyst class is: 7. (9) Reactant: CC(C)([O-])C.[K+].[OH:7][C:8]1[CH:22]=[CH:21][CH:20]=[CH:19][C:9]=1[CH2:10]P(=O)(OCC)OCC.[C:23]1([CH3:45])[CH:28]=[CH:27][C:26]([N:29]([C:38]2[CH:43]=[CH:42][C:41]([CH3:44])=[CH:40][CH:39]=2)[C:30]2[CH:37]=[CH:36][C:33]([CH:34]=O)=[CH:32][CH:31]=2)=[CH:25][CH:24]=1.Cl. Product: [OH:7][C:8]1[CH:22]=[CH:21][CH:20]=[CH:19][C:9]=1[CH:10]=[CH:44][C:41]1[CH:40]=[CH:39][C:38]([N:29]([C:30]2[CH:37]=[CH:36][C:33]([CH3:34])=[CH:32][CH:31]=2)[C:26]2[CH:27]=[CH:28][C:23]([CH3:45])=[CH:24][CH:25]=2)=[CH:43][CH:42]=1. The catalyst class is: 30. (10) The catalyst class is: 20. Product: [O:24]1[C:23]2[CH:27]=[CH:28][C:20]([C:5]3([CH2:4][C:3]([OH:29])=[O:2])[C:13]4[C:8](=[CH:9][CH:10]=[CH:11][CH:12]=4)[N:7]([CH2:14][CH2:15][CH2:16][CH2:17][CH3:18])[C:6]3=[O:19])=[CH:21][C:22]=2[O:26][CH2:25]1. Reactant: C[O:2][C:3](=[O:29])[CH2:4][C:5]1([C:20]2[CH:28]=[CH:27][C:23]3[O:24][CH2:25][O:26][C:22]=3[CH:21]=2)[C:13]2[C:8](=[CH:9][CH:10]=[CH:11][CH:12]=2)[N:7]([CH2:14][CH2:15][CH2:16][CH2:17][CH3:18])[C:6]1=[O:19].O.[OH-].[Li+].